Regression. Given a peptide amino acid sequence and an MHC pseudo amino acid sequence, predict their binding affinity value. This is MHC class I binding data. From a dataset of Peptide-MHC class I binding affinity with 185,985 pairs from IEDB/IMGT. (1) The binding affinity (normalized) is 0.652. The peptide sequence is CRTLLSRV. The MHC is HLA-B27:05 with pseudo-sequence HLA-B27:05. (2) The peptide sequence is NSSYWRQGY. The MHC is HLA-B27:05 with pseudo-sequence HLA-B27:05. The binding affinity (normalized) is 0.0847.